Dataset: Catalyst prediction with 721,799 reactions and 888 catalyst types from USPTO. Task: Predict which catalyst facilitates the given reaction. (1) Reactant: [CH3:1][N+:2]1([CH3:23])[CH2:6][CH:5]([O:7][C:8]([C:10]([OH:22])([CH:17]2[CH2:21][CH2:20][CH2:19][CH2:18]2)[C:11]2[CH:12]=[CH:13][CH:14]=[CH:15][CH:16]=2)=[O:9])[CH2:4][CH2:3]1.[Br-].[S:25]([C:29]1[CH:35]=[CH:34][C:32]([CH3:33])=[CH:31][CH:30]=1)([O-:28])(=[O:27])=[O:26].[Ag+]. Product: [CH3:1][N+:2]1([CH3:23])[CH2:6][CH:5]([O:7][C:8]([C:10]([OH:22])([CH:17]2[CH2:18][CH2:19][CH2:20][CH2:21]2)[C:11]2[CH:12]=[CH:13][CH:14]=[CH:15][CH:16]=2)=[O:9])[CH2:4][CH2:3]1.[S:25]([C:29]1[CH:35]=[CH:34][C:32]([CH3:33])=[CH:31][CH:30]=1)([O-:28])(=[O:27])=[O:26]. The catalyst class is: 6. (2) Reactant: [Cl:1][C:2]1[CH:7]=[CH:6][C:5]([S:8]([NH:11][C:12]2[C:13]([C:19]3[N:23]([CH:24]([CH3:26])[CH3:25])[CH:22]=[N:21][N:20]=3)=[N:14][CH:15]=[C:16]([Cl:18])[CH:17]=2)(=[O:10])=[O:9])=[CH:4][C:3]=1[C:27]([F:30])([F:29])[F:28].[CH3:31][N+:32]([CH3:34])=[CH2:33].[I-]. Product: [Cl:1][C:2]1[CH:7]=[CH:6][C:5]([S:8]([NH:11][C:12]2[C:13]([C:19]3[N:23]([CH:24]([CH3:25])[CH3:26])[C:22]([CH2:31][N:32]([CH3:34])[CH3:33])=[N:21][N:20]=3)=[N:14][CH:15]=[C:16]([Cl:18])[CH:17]=2)(=[O:9])=[O:10])=[CH:4][C:3]=1[C:27]([F:30])([F:29])[F:28]. The catalyst class is: 3.